From a dataset of Drug-target binding data from BindingDB using IC50 measurements. Regression. Given a target protein amino acid sequence and a drug SMILES string, predict the binding affinity score between them. We predict pIC50 (pIC50 = -log10(IC50 in M); higher means more potent). Dataset: bindingdb_ic50. (1) The compound is CC(=O)NC(CSC(=O)NCCCCNC(=O)SCC(NC(C)=O)C(=O)O)C(=O)O. The target protein (P41921) has sequence MLSATKQTFRSLQIRTMSTNTKHYDYLVIGGGSGGVASARRAASYGAKTLLVEAKALGGTCVNVGCVPKKVMWYASDLATRVSHANEYGLYQNLPLDKEHLTFNWPEFKQKRDAYVHRLNGIYQKNLEKEKVDVVFGWARFNKDGNVEVQKRDNTTEVYSANHILVATGGKAIFPENIPGFELGTDSDGFFRLEEQPKKVVVVGAGYIGIELAGVFHGLGSETHLVIRGETVLRKFDECIQNTITDHYVKEGINVHKLSKIVKVEKNVETDKLKIHMNDSKSIDDVDELIWTIGRKSHLGMGSENVGIKLNSHDQIIADEYQNTNVPNIYSLGDVVGKVELTPVAIAAGRKLSNRLFGPEKFRNDKLDYENVPSVIFSHPEAGSIGISEKEAIEKYGKENIKVYNSKFTAMYYAMLSEKSPTRYKIVCAGPNEKVVGLHIVGDSSAEILQGFGVAIKMGATKADFDNCVAIHPTSAEELVTMR. The pIC50 is 3.3. (2) The compound is CC1(C)NC(=O)N(CC(O)COc2ccccc2C2CCCC2)C1=O. The target protein (O86309) has sequence MAMDLGGYLTRIGLDGRPRPDLGTLHAIVAAHNRSIPFENLDPLLGIPVADLSAEALFAKLVDRRRGGYCYEHNGLLGYVLEELGFEVERLSGRVVWMRADDAPLPAQTHNVLSVAVPGADGRYLVDVGFGGQTLTSPIRLEAGPVQQTRHEPYRLTRHGDDHTLAAQVRGEWQPLYTFTTEPRPRIDLEVGSWYVSTHPGSHFVTGLTVAVVTDDARYNLRGRNLAVHRSGATEHIRFDSAAQVLDAIVNRFGIDLGDLAGRDVQARVAEVLDT. The pIC50 is 4.8. (3) The compound is Oc1c2c(nn1-c1ccc(Cl)cc1)CC(c1ccccc1)S2. The target protein (O31211) has sequence MTHYHFVGIKGSGMSSLAQIMHDLGHEVQGSDIENYVFTEVALRNKGIKILPFDANNIKEDMVVIQGNAFASSHEEKARAHQMKLDVVSYNDFLGQIIDQYTSVAVTGAHGKTSTTGLLSHVMNGDKKTSFLIGDGTGMGLPESDYFAFEACEYRRHFLSYKPDYAIMTNIDFDHPDYFKDINDVFDAFQEMAHNVKKGIIAWGDDEHLRKIEADVPIYYYGFKDSDDIYAQNIQITDKGTAFDVYVDGEFYDHFLSPQYGDHTVLNALAVIAISYLEKLDVTNIKEALETFGGVKRRFNETTIANQVIVDDYAHHPREISATIETARKKYPHKEVVAVFQPHTFSRTQAFLNEFAESLSKADRVFLCEIFGSIRENTGALTIQDLIDKIEGASLINEDSINVLEQFDNAVVLFKGAGDIQKLQNAYLDKLGMKNAF. The pIC50 is 4.1.